Dataset: Forward reaction prediction with 1.9M reactions from USPTO patents (1976-2016). Task: Predict the product of the given reaction. (1) Given the reactants [CH:1]1([C:7]2[CH:12]=[CH:11][C:10]([OH:13])=[CH:9][CH:8]=2)[CH2:6][CH2:5][CH2:4][CH2:3][CH2:2]1.[CH2:14]1[O:16][C@@H:15]1[CH2:17]Cl, predict the reaction product. The product is: [CH:1]1([C:7]2[CH:8]=[CH:9][C:10]([O:13][CH2:17][C@H:15]3[CH2:14][O:16]3)=[CH:11][CH:12]=2)[CH2:2][CH2:3][CH2:4][CH2:5][CH2:6]1. (2) Given the reactants [CH2:1]([O:3][C:4]([N:6]1[CH2:11][CH2:10][N:9]([C:12](=[O:37])[C@@H:13]([NH:22][C:23]([C:25]2[CH:29]=[C:28]([OH:30])[N:27]([C:31]3[CH:36]=[CH:35][CH:34]=[CH:33][CH:32]=3)[N:26]=2)=[O:24])[CH2:14][C:15]([O:17][C:18]([CH3:21])([CH3:20])[CH3:19])=[O:16])[CH2:8][CH2:7]1)=[O:5])[CH3:2].Br[CH2:39][C:40]([O:42][CH2:43][C:44]1[CH:49]=[CH:48][CH:47]=[CH:46][CH:45]=1)=[O:41].C(=O)([O-])[O-].[Cs+].[Cs+], predict the reaction product. The product is: [CH2:1]([O:3][C:4]([N:6]1[CH2:11][CH2:10][N:9]([C:12](=[O:37])[C@@H:13]([NH:22][C:23]([C:25]2[CH:29]=[C:28]([O:30][CH2:39][C:40]([O:42][CH2:43][C:44]3[CH:49]=[CH:48][CH:47]=[CH:46][CH:45]=3)=[O:41])[N:27]([C:31]3[CH:36]=[CH:35][CH:34]=[CH:33][CH:32]=3)[N:26]=2)=[O:24])[CH2:14][C:15]([O:17][C:18]([CH3:21])([CH3:20])[CH3:19])=[O:16])[CH2:8][CH2:7]1)=[O:5])[CH3:2]. (3) Given the reactants [N:1]12[CH2:7][C:4]([C:8]([C:16]3[CH:21]=[CH:20][CH:19]=[CH:18][CH:17]=3)([C:10]3[CH:15]=[CH:14][CH:13]=[CH:12][CH:11]=3)[OH:9])([CH2:5][CH2:6]1)[CH2:3][CH2:2]2.[C:22]1([CH2:28][O:29][CH2:30][CH2:31][CH2:32][CH2:33][Br:34])[CH:27]=[CH:26][CH:25]=[CH:24][CH:23]=1, predict the reaction product. The product is: [Br-:34].[OH:9][C:8]([C:16]1[CH:21]=[CH:20][CH:19]=[CH:18][CH:17]=1)([C:10]1[CH:15]=[CH:14][CH:13]=[CH:12][CH:11]=1)[C:4]12[CH2:7][N+:1]([CH2:33][CH2:32][CH2:31][CH2:30][O:29][CH2:28][C:22]3[CH:27]=[CH:26][CH:25]=[CH:24][CH:23]=3)([CH2:6][CH2:5]1)[CH2:2][CH2:3]2. (4) Given the reactants [Br:1][C:2]1[CH:3]=[CH:4][C:5]([O:16][CH2:17][C:18]2[CH:23]=[CH:22][C:21]([Cl:24])=[CH:20][CH:19]=2)=[C:6]([CH2:8][N:9]2[CH2:14][CH2:13][C:12](=[O:15])[CH2:11][CH2:10]2)[CH:7]=1.O([C:27](C)(C)C)[K], predict the reaction product. The product is: [Br:1][C:2]1[CH:3]=[CH:4][C:5]([O:16][CH2:17][C:18]2[CH:19]=[CH:20][C:21]([Cl:24])=[CH:22][CH:23]=2)=[C:6]([CH2:8][N:9]2[CH2:14][CH2:13][C:12]3([O:15][CH2:27]3)[CH2:11][CH2:10]2)[CH:7]=1. (5) Given the reactants C[Si]([N:5]=[N+:6]=[N-:7])(C)C.C([Sn](=O)CCCC)CCC.[CH2:18]([N:25]1[C:30]([CH3:31])=[CH:29][C:28]([O:32][CH2:33][CH2:34][CH3:35])=[C:27]([CH2:36][C:37]2[CH:42]=[CH:41][C:40]([C:43]3[C:44]([C:49]#[N:50])=[CH:45][CH:46]=[CH:47][CH:48]=3)=[CH:39][CH:38]=2)[C:26]1=[O:51])[C:19]1[CH:24]=[CH:23][CH:22]=[CH:21][CH:20]=1, predict the reaction product. The product is: [NH:5]1[C:49]([C:44]2[CH:45]=[CH:46][CH:47]=[CH:48][C:43]=2[C:40]2[CH:39]=[CH:38][C:37]([CH2:36][C:27]3[C:26](=[O:51])[N:25]([CH2:18][C:19]4[CH:20]=[CH:21][CH:22]=[CH:23][CH:24]=4)[C:30]([CH3:31])=[CH:29][C:28]=3[O:32][CH2:33][CH2:34][CH3:35])=[CH:42][CH:41]=2)=[N:50][N:7]=[N:6]1.